From a dataset of Full USPTO retrosynthesis dataset with 1.9M reactions from patents (1976-2016). Predict the reactants needed to synthesize the given product. (1) The reactants are: [NH2:1][C:2]1[CH:3]=[C:4]2[C:9](=[CH:10][CH:11]=1)[N:8]=[CH:7][C:6]([C:12]#[N:13])=[C:5]2[NH:14][C:15]1[CH:20]=[CH:19][C:18]([F:21])=[C:17]([Cl:22])[CH:16]=1.[N:23]1([CH2:29][CH2:30][N:31]2[CH:35]=[CH:34][N:33]=[C:32]2[CH:36]=O)[CH2:28][CH2:27][O:26][CH2:25][CH2:24]1.[BH3-]C#N.[Na+]. Given the product [Cl:22][C:17]1[CH:16]=[C:15]([NH:14][C:5]2[C:4]3[C:9](=[CH:10][CH:11]=[C:2]([NH:1][CH2:36][C:32]4[N:31]([CH2:30][CH2:29][N:23]5[CH2:24][CH2:25][O:26][CH2:27][CH2:28]5)[CH:35]=[CH:34][N:33]=4)[CH:3]=3)[N:8]=[CH:7][C:6]=2[C:12]#[N:13])[CH:20]=[CH:19][C:18]=1[F:21], predict the reactants needed to synthesize it. (2) Given the product [Br:24][C:23]1[C:15]([S:14][C:5]2[N:4]([CH2:3][CH2:2][NH:1][CH2:25][C:26]([CH3:29])([CH3:28])[CH3:27])[C:12]3[CH:11]=[CH:10][N:9]=[C:8]([NH2:13])[C:7]=3[N:6]=2)=[CH:16][C:17]2[O:21][CH2:20][O:19][C:18]=2[CH:22]=1, predict the reactants needed to synthesize it. The reactants are: [NH2:1][CH2:2][CH2:3][N:4]1[C:12]2[CH:11]=[CH:10][N:9]=[C:8]([NH2:13])[C:7]=2[N:6]=[C:5]1[S:14][C:15]1[C:23]([Br:24])=[CH:22][C:18]2[O:19][CH2:20][O:21][C:17]=2[CH:16]=1.[CH:25](=O)[C:26]([CH3:29])([CH3:28])[CH3:27].[BH3-]C#N.[Na+]. (3) Given the product [CH3:1][O:2][C:3]1[CH:4]=[C:5]([C:11]#[C:12][C:13]2[CH:20]=[C:19]([O:21][CH3:22])[C:18]([O:23][CH3:24])=[CH:17][C:14]=2[O:33][CH2:32][O:34][CH3:38])[CH:6]=[CH:7][C:8]=1[O:9][CH3:10], predict the reactants needed to synthesize it. The reactants are: [CH3:1][O:2][C:3]1[CH:4]=[C:5]([C:11]#[C:12][C:13]2[CH:20]=[C:19]([O:21][CH3:22])[C:18]([O:23][CH3:24])=[CH:17][C:14]=2C=O)[CH:6]=[CH:7][C:8]=1[O:9][CH3:10].C1C=C(Cl)C=C([C:32]([O:34]O)=[O:33])C=1.[OH-].[K+].[C:38]1(O)C=CC=CC=1.CCN(C(C)C)C(C)C.COCCl.